Dataset: Full USPTO retrosynthesis dataset with 1.9M reactions from patents (1976-2016). Task: Predict the reactants needed to synthesize the given product. (1) Given the product [Cl:49][C:48]1[CH:47]=[C:46]([CH3:50])[CH:45]=[C:44]([Cl:51])[C:43]=1[O:42][CH2:41][CH2:40][O:39][C:36]1[CH:37]=[CH:38][C:33]([CH2:32][CH:22]([C:19]2[CH:20]=[CH:21][C:16]([C:7]3[CH:8]=[CH:9][CH:10]=[CH:11][C:6]=3[CH2:5][CH2:4][CH2:3][O:2][CH3:1])=[CH:17][C:18]=2[CH3:52])[CH2:23][NH:24][C:25](=[O:31])[O:26][C:27]([CH3:28])([CH3:29])[CH3:30])=[CH:34][CH:35]=1, predict the reactants needed to synthesize it. The reactants are: [CH3:1][O:2][CH2:3][CH2:4][CH2:5][C:6]1[CH:11]=[CH:10][CH:9]=[CH:8][C:7]=1B(O)O.Br[C:16]1[CH:21]=[CH:20][C:19]([CH:22]([CH2:32][C:33]2[CH:38]=[CH:37][C:36]([O:39][CH2:40][CH2:41][O:42][C:43]3[C:48]([Cl:49])=[CH:47][C:46]([CH3:50])=[CH:45][C:44]=3[Cl:51])=[CH:35][CH:34]=2)[CH2:23][NH:24][C:25](=[O:31])[O:26][C:27]([CH3:30])([CH3:29])[CH3:28])=[C:18]([CH3:52])[CH:17]=1. (2) Given the product [Cl:1][C:2]1[N:3]=[CH:4][C:5]2[NH:21][C:11](=[O:12])[C@@H:9]([CH3:10])[N:8]([CH:15]3[CH2:20][CH2:19][CH2:18][CH2:17][CH2:16]3)[C:6]=2[N:7]=1, predict the reactants needed to synthesize it. The reactants are: [Cl:1][C:2]1[N:7]=[C:6]([N:8]([CH:15]2[CH2:20][CH2:19][CH2:18][CH2:17][CH2:16]2)[C@@H:9]([C:11](OC)=[O:12])[CH3:10])[C:5]([N+:21]([O-])=O)=[CH:4][N:3]=1.Cl. (3) Given the product [Cl:25][C:26]1[C:35]2[C:30](=[CH:31][C:32]([O:37][CH3:38])=[C:33]([O:13][C@@H:14]3[CH2:18][N:17]([CH3:19])[C@@H:16]([C:20]([N:22]([CH3:24])[CH3:23])=[O:21])[CH2:15]3)[CH:34]=2)[N:29]=[CH:28][N:27]=1, predict the reactants needed to synthesize it. The reactants are: N(C(OCC)=O)=NC(OCC)=O.[OH:13][C@H:14]1[CH2:18][N:17]([CH3:19])[C@@H:16]([C:20]([N:22]([CH3:24])[CH3:23])=[O:21])[CH2:15]1.[Cl:25][C:26]1[C:35]2[C:30](=[CH:31][C:32]([O:37][CH3:38])=[C:33](O)[CH:34]=2)[N:29]=[CH:28][N:27]=1.C1(P(C2C=CC=CC=2)C2C=CC=CC=2)C=CC=CC=1.